Dataset: Reaction yield outcomes from USPTO patents with 853,638 reactions. Task: Predict the reaction yield, written as a fraction of the theoretical maximum amount of product (1.0 means a 100% yield; for example, 0.34 means a 34% yield). The reactants are C([C:3]1[CH:4]=[C:5]2[C:9](=[CH:10][CH:11]=1)[N:8]([CH:12]1[CH2:17][CH2:16][CH2:15][CH2:14][O:13]1)[N:7]=[C:6]2[C:18]1[CH:19]=[C:20]([CH:24]=[CH:25][CH:26]=1)[C:21](O)=[O:22])#N.C1C=CC2N(O)N=[N:33][C:31]=2C=1.CCN=C=NCCCN(C)C.[C:48]([NH2:52])([CH3:51])([CH3:50])[CH3:49]. No catalyst specified. The product is [C:48]([NH:52][C:21]([C:20]1[CH:24]=[CH:25][CH:26]=[C:18]([C:6]2[C:5]3[C:9](=[CH:10][CH:11]=[CH:3][CH:4]=3)[N:8]([CH:12]3[CH2:17][CH2:16][CH:15]([C:31]#[N:33])[CH2:14][O:13]3)[N:7]=2)[CH:19]=1)=[O:22])([CH3:51])([CH3:50])[CH3:49]. The yield is 0.740.